Dataset: Catalyst prediction with 721,799 reactions and 888 catalyst types from USPTO. Task: Predict which catalyst facilitates the given reaction. (1) Reactant: [C:1]1([CH2:7][C:8]([N:10]2[CH2:15][CH2:14][CH2:13][CH2:12][CH2:11]2)=[O:9])[CH:6]=[CH:5][CH:4]=[CH:3][CH:2]=1.[CH2:16]([Li])[CH2:17][CH2:18][CH3:19].BrCCCC.Cl. Product: [C:1]1([CH:7]([CH2:16][CH2:17][CH2:18][CH3:19])[C:8]([N:10]2[CH2:15][CH2:14][CH2:13][CH2:12][CH2:11]2)=[O:9])[CH:2]=[CH:3][CH:4]=[CH:5][CH:6]=1. The catalyst class is: 165. (2) Reactant: [CH3:1][C:2]1[N:7]=[C:6]2[N:8]=[C:9]([CH2:11][C:12]#[N:13])[NH:10][C:5]2=[CH:4][CH:3]=1.[C:14]1([CH:20]([C:26]([CH3:28])=O)[C:21](OCC)=[O:22])[CH:19]=[CH:18][CH:17]=[CH:16][CH:15]=1.C([O-])(=O)C.[NH4+]. Product: [CH2:14]([N:10]([CH2:5][CH3:6])[CH2:9][CH3:11])[CH3:15].[OH:22][C:21]1[N:10]2[C:5]3[CH:4]=[CH:3][C:2]([CH3:1])=[N:7][C:6]=3[N:8]=[C:9]2[C:11]([C:12]#[N:13])=[C:26]([CH3:28])[C:20]=1[C:14]1[CH:19]=[CH:18][CH:17]=[CH:16][CH:15]=1. The catalyst class is: 6. (3) Reactant: C(N(CC)CC)C.[Br:8][C:9]1[CH:18]=[C:17]2[C:12]([C:13](Cl)=[C:14]([N+:19]([O-:21])=[O:20])[CH:15]=[N:16]2)=[N:11][CH:10]=1.[NH2:23][CH2:24][C:25]([CH3:28])([OH:27])[CH3:26]. Product: [Br:8][C:9]1[CH:18]=[C:17]2[C:12]([C:13]([NH:23][CH2:24][C:25]([CH3:28])([OH:27])[CH3:26])=[C:14]([N+:19]([O-:21])=[O:20])[CH:15]=[N:16]2)=[N:11][CH:10]=1. The catalyst class is: 4. (4) Reactant: [Br:1][C:2]1[CH:7]=[CH:6][C:5]([C@H:8]2[C@H:13]([C:14]3[CH:15]=[N:16][CH:17]=[CH:18][CH:19]=3)[CH2:12][CH2:11][N:10]([C:20]([O:22][C:23]([CH3:26])([CH3:25])[CH3:24])=[O:21])[CH2:9]2)=[C:4]([Cl:27])[CH:3]=1.CC(O)C.C(Cl)(Cl)Cl. Product: [Br:1][C:2]1[CH:7]=[CH:6][C:5]([C@@H:8]2[C@@H:13]([C:14]3[CH:15]=[N:16][CH:17]=[CH:18][CH:19]=3)[CH2:12][CH2:11][N:10]([C:20]([O:22][C:23]([CH3:25])([CH3:24])[CH3:26])=[O:21])[CH2:9]2)=[C:4]([Cl:27])[CH:3]=1. The catalyst class is: 14.